This data is from Full USPTO retrosynthesis dataset with 1.9M reactions from patents (1976-2016). The task is: Predict the reactants needed to synthesize the given product. (1) Given the product [Cl:1][C:2]1[CH:3]=[CH:4][C:5]([C:8]2[CH:9]=[C:10]([C:18]([NH:29][C:24]3[CH:25]=[N:27][C:21]([N:45]4[CH2:46][CH2:48][CH:55]([OH:56])[CH2:51][CH2:49]4)=[CH:22][CH:23]=3)=[O:20])[N:11]([N:13]=[CH:14][N:15]([CH3:16])[CH3:17])[CH:31]=2)=[CH:6][CH:7]=1, predict the reactants needed to synthesize it. The reactants are: [Cl:1][C:2]1[CH:7]=[CH:6][C:5]([C:8]2[CH:9]=[C:10]([C:18]([OH:20])=O)[N:11]([N:13]=[CH:14][N:15]([CH3:17])[CH3:16])N=2)=[CH:4][CH:3]=1.[CH:21]1[CH:22]=[CH:23][C:24]2[N:29](O)N=[N:27][C:25]=2C=1.[CH3:31]CN=C=NCCCN(C)C.Cl.CC[N:45]([CH:49]([CH3:51])C)[CH:46]([CH3:48])C.CN([CH:55]=[O:56])C. (2) Given the product [F:1][C:2]1[CH:3]=[C:4]([N:37]2[C:42](=[O:43])[C:41]3[S:44][C:45]4[CH2:50][CH2:49][CH2:48][CH2:47][C:46]=4[C:40]=3[CH:39]=[N:38]2)[C:5]([CH2:32][OH:33])=[C:6]([C:8]2[CH:9]=[C:10]([NH:16][C:17]3[N:22]=[C:21]([O:23][CH2:24][CH2:25][NH:26][C:27](=[O:31])[C:28]#[C:29][CH3:30])[CH:20]=[CH:19][CH:18]=3)[C:11](=[O:15])[N:12]([CH3:14])[CH:13]=2)[CH:7]=1, predict the reactants needed to synthesize it. The reactants are: [F:1][C:2]1[CH:3]=[C:4]([N:37]2[C:42](=[O:43])[C:41]3[S:44][C:45]4[CH2:50][CH2:49][CH2:48][CH2:47][C:46]=4[C:40]=3[CH:39]=[N:38]2)[C:5]([CH2:32][O:33]C(=O)C)=[C:6]([C:8]2[CH:9]=[C:10]([NH:16][C:17]3[N:22]=[C:21]([O:23][CH2:24][CH2:25][NH:26][C:27](=[O:31])[C:28]#[C:29][CH3:30])[CH:20]=[CH:19][CH:18]=3)[C:11](=[O:15])[N:12]([CH3:14])[CH:13]=2)[CH:7]=1.O[Li].O. (3) Given the product [ClH:1].[CH3:48][N:28]([CH3:27])[CH2:29][CH:30]([OH:47])[CH:31]([N:38]([CH3:46])[C:39]1[CH:40]=[CH:41][C:42]([CH3:45])=[CH:43][CH:44]=1)[C:32]1[CH:37]=[CH:36][CH:35]=[CH:34][CH:33]=1, predict the reactants needed to synthesize it. The reactants are: [ClH:1].CNCC(O)C(N(C)C1C=CC(C)=CC=1)C1C=CC=CC=1.C=O.[OH-].[Na+].[CH3:27][N:28]([CH3:48])[CH2:29][CH:30]([OH:47])[CH:31]([N:38]([CH3:46])[C:39]1[CH:44]=[CH:43][C:42]([CH3:45])=[CH:41][CH:40]=1)[C:32]1[CH:37]=[CH:36][CH:35]=[CH:34][CH:33]=1.Cl.